Dataset: Reaction yield outcomes from USPTO patents with 853,638 reactions. Task: Predict the reaction yield, written as a fraction of the theoretical maximum amount of product (1.0 means a 100% yield; for example, 0.34 means a 34% yield). (1) The reactants are C1(C)C=CC(S([O-])(=O)=[O:8])=CC=1.[C:12]1([N:18]2[C:26]3[CH2:25][CH2:24][CH2:23][C:22](=[CH:27][CH2:28][N+:29]4[CH:34]=[CH:33]C=[CH:31][CH:30]=4)[C:21]=3[CH:20]=[N:19]2)[CH:17]=[CH:16][CH:15]=[CH:14][CH:13]=1.N1CCOCC1. The catalyst is C(#N)C.C(OCC)(=O)C. The product is [N:29]1([CH2:28]/[CH:27]=[C:22]2/[C:21]3[CH:20]=[N:19][N:18]([C:12]4[CH:17]=[CH:16][CH:15]=[CH:14][CH:13]=4)[C:26]=3[CH2:25][CH2:24][CH2:23]/2)[CH2:34][CH2:33][O:8][CH2:31][CH2:30]1. The yield is 0.570. (2) The reactants are [Mg].[CH2:2]([O:9][C:10]1[CH:15]=[CH:14][C:13](Br)=[CH:12][CH:11]=1)[C:3]1[CH:8]=[CH:7][CH:6]=[CH:5][CH:4]=1.[CH3:17][C:18]1([CH3:25])[CH2:23][CH2:22][C:21](=[O:24])[CH2:20][CH2:19]1. The catalyst is C1COCC1.II. The product is [CH2:2]([O:9][C:10]1[CH:15]=[CH:14][C:13]([C:21]2([OH:24])[CH2:22][CH2:23][C:18]([CH3:25])([CH3:17])[CH2:19][CH2:20]2)=[CH:12][CH:11]=1)[C:3]1[CH:8]=[CH:7][CH:6]=[CH:5][CH:4]=1. The yield is 1.00. (3) The reactants are [C:1]1(P(C2C=CC=CC=2)C2C=CC=CC=2)[CH:6]=CC=C[CH:2]=1.CCOC(/N=N/C(OCC)=O)=O.[OH:32][C:33]1[CH:34]=[C:35]([C:39]2[C:47]3[C:42](=[CH:43][CH:44]=[C:45]([C:48]#[N:49])[CH:46]=3)[N:41](C3CCCCO3)[N:40]=2)[CH:36]=[CH:37][CH:38]=1.OC1C=C(C2C3[C:66](=CC=C(C#N)C=3)[N:65]([CH:74]3CCCCO3)N=2)C=CC=1.Cl. The catalyst is O1CCCC1. The product is [CH3:66][N:65]([CH3:74])[CH2:2][CH2:1][CH2:6][O:32][C:33]1[CH:34]=[C:35]([C:39]2[C:47]3[C:42](=[CH:43][CH:44]=[C:45]([C:48]#[N:49])[CH:46]=3)[NH:41][N:40]=2)[CH:36]=[CH:37][CH:38]=1. The yield is 0.560. (4) The reactants are C(OC([N:8]1[CH2:13][CH2:12][CH:11]([CH2:14][O:15][C:16]2[CH:21]=[CH:20][CH:19]=[C:18]([CH2:22][NH:23][CH3:24])[CH:17]=2)[CH2:10][CH2:9]1)=O)(C)(C)C.CCN(C(C)C)C(C)C.Br[CH2:35][C:36]([C:38]1[CH:43]=[CH:42][C:41]([O:44][CH3:45])=[CH:40][CH:39]=1)=O. The catalyst is C1COCC1. The product is [CH3:45][O:44][C:41]1[CH:42]=[CH:43][C:38]([CH:36]2[C:19]3[C:18](=[CH:17][C:16]([O:15][CH2:14][CH:11]4[CH2:10][CH2:9][NH:8][CH2:13][CH2:12]4)=[CH:21][CH:20]=3)[CH2:22][N:23]([CH3:24])[CH2:35]2)=[CH:39][CH:40]=1. The yield is 0.270. (5) The reactants are [Cl:1][C:2]1[C:11]([CH:12]([OH:14])[CH3:13])=[CH:10][C:9]2[C:4](=[C:5]([Cl:15])[CH:6]=[CH:7][CH:8]=2)[N:3]=1. The catalyst is C1(C)C=CC=CC=1.O=[Mn]=O. The product is [Cl:1][C:2]1[C:11]([C:12](=[O:14])[CH3:13])=[CH:10][C:9]2[C:4](=[C:5]([Cl:15])[CH:6]=[CH:7][CH:8]=2)[N:3]=1. The yield is 0.910.